Dataset: Reaction yield outcomes from USPTO patents with 853,638 reactions. Task: Predict the reaction yield, written as a fraction of the theoretical maximum amount of product (1.0 means a 100% yield; for example, 0.34 means a 34% yield). (1) The yield is 0.880. The catalyst is CCOC(C)=O.[Pd]. The product is [CH2:1]([O:3][C:4](=[O:25])[CH2:5][CH:6]1[O:10][B:9]([OH:11])[C:8]2[CH:12]=[C:13]([O:17][C:18]3[CH:23]=[CH:22][N:21]=[CH:20][N:19]=3)[CH:14]=[C:15]([CH3:16])[C:7]1=2)[CH3:2]. The reactants are [CH2:1]([O:3][C:4](=[O:25])[CH2:5][CH:6]1[O:10][B:9]([OH:11])[C:8]2[CH:12]=[C:13]([O:17][C:18]3[CH:23]=[CH:22][N:21]=[C:20](Cl)[N:19]=3)[CH:14]=[C:15]([CH3:16])[C:7]1=2)[CH3:2].C([O-])([O-])=O.[K+].[K+]. (2) The reactants are I[C:2]1[N:3]=[C:4]2[C:10]3[CH:11]=[CH:12][C:13]([C:15]([O:17][CH3:18])=[O:16])=[CH:14][C:9]=3[O:8][CH2:7][CH2:6][N:5]2[CH:19]=1.[Cu](C#N)[C:21]#[N:22]. The catalyst is CN(C=O)C. The product is [C:21]([C:2]1[N:3]=[C:4]2[C:10]3[CH:11]=[CH:12][C:13]([C:15]([O:17][CH3:18])=[O:16])=[CH:14][C:9]=3[O:8][CH2:7][CH2:6][N:5]2[CH:19]=1)#[N:22]. The yield is 0.740. (3) The reactants are [NH2:1][C:2]1[CH:7]=[CH:6][CH:5]=[CH:4][CH:3]=1.[O-]P([O-])([O-])=O.[K+].[K+].[K+].[CH3:16][O:17][C:18](=[O:26])[C:19]1[CH:24]=[CH:23][C:22](Br)=[CH:21][CH:20]=1. The catalyst is C1(C)C=CC=CC=1.C(OCC)(=O)C.CC([O-])=O.CC([O-])=O.[Pd+2].C1(P(C2C=CC=CC=2C2C=CC=C(OC)C=2OC)C2CCCCC2)CCCCC1. The product is [CH3:16][O:17][C:18](=[O:26])[C:19]1[CH:24]=[CH:23][C:22]([NH:1][C:2]2[CH:7]=[CH:6][CH:5]=[CH:4][CH:3]=2)=[CH:21][CH:20]=1. The yield is 0.634. (4) The reactants are Cl.C(Cl)(=O)C.C(OC([N:13]1[CH2:18][CH2:17][CH:16]([C:19]2[N:20]([CH3:35])[CH:21]=[C:22]([C:24]3[CH:29]=[CH:28][C:27]([F:30])=[C:26]([C:31]([F:34])([F:33])[F:32])[CH:25]=3)[N:23]=2)[CH2:15][CH2:14]1)=O)(C)(C)C.C(N(CC)CC)C.Cl[C:44]1[N:49]=[CH:48][N:47]=[C:46]2[NH:50][N:51]=[CH:52][C:45]=12. The catalyst is CO.O.CS(C)=O. The product is [F:30][C:27]1[CH:28]=[CH:29][C:24]([C:22]2[N:23]=[C:19]([CH:16]3[CH2:15][CH2:14][N:13]([C:44]4[N:49]=[CH:48][N:47]=[C:46]5[NH:50][N:51]=[CH:52][C:45]=45)[CH2:18][CH2:17]3)[N:20]([CH3:35])[CH:21]=2)=[CH:25][C:26]=1[C:31]([F:33])([F:32])[F:34]. The yield is 0.990. (5) The reactants are Cl[C:2]1[CH:7]=[C:6]([O:8][C:9]2[CH:10]=[CH:11][C:12]([NH2:15])=[N:13][CH:14]=2)[CH:5]=[CH:4][N:3]=1.C([O-])([O-])=O.[K+].[K+].[CH3:22][C:23]1[CH:28]=[C:27](B2OC(C)(C)C(C)(C)O2)[CH:26]=[CH:25][N:24]=1. The catalyst is O1CCOCC1.O.CCOC(C)=O.C1C=CC([P]([Pd]([P](C2C=CC=CC=2)(C2C=CC=CC=2)C2C=CC=CC=2)([P](C2C=CC=CC=2)(C2C=CC=CC=2)C2C=CC=CC=2)[P](C2C=CC=CC=2)(C2C=CC=CC=2)C2C=CC=CC=2)(C2C=CC=CC=2)C2C=CC=CC=2)=CC=1. The product is [CH3:22][C:23]1[CH:28]=[C:27]([C:2]2[CH:7]=[C:6]([O:8][C:9]3[CH:10]=[CH:11][C:12]([NH2:15])=[N:13][CH:14]=3)[CH:5]=[CH:4][N:3]=2)[CH:26]=[CH:25][N:24]=1. The yield is 0.890. (6) The reactants are [NH2:1][C:2]1[CH:3]=[CH:4][C:5]([F:11])=[C:6]([CH:10]=1)[C:7]([OH:9])=[O:8].S(Cl)(Cl)=O.[CH3:16]O. No catalyst specified. The product is [NH2:1][C:2]1[CH:3]=[CH:4][C:5]([F:11])=[C:6]([CH:10]=1)[C:7]([O:9][CH3:16])=[O:8]. The yield is 0.818. (7) The reactants are Cl[C:2]1[CH:7]=[CH:6][CH:5]=[C:4](Cl)[N+:3]=1[O-:9].[OH-:10].[Na+].[CH2:12]([OH:20])[CH2:13][CH2:14][CH2:15][CH2:16][CH2:17][CH2:18][CH3:19]. The catalyst is O. The product is [OH:9][N:3]1[C:4]([O:20][CH2:12][CH2:13][CH2:14][CH2:15][CH2:16][CH2:17][CH2:18][CH3:19])=[CH:5][CH:6]=[CH:7][C:2]1=[O:10]. The yield is 0.906.